The task is: Predict the reaction yield, written as a fraction of the theoretical maximum amount of product (1.0 means a 100% yield; for example, 0.34 means a 34% yield).. This data is from Reaction yield outcomes from USPTO patents with 853,638 reactions. (1) The reactants are Br[C:2]1[CH:7]=[CH:6][CH:5]=[CH:4][C:3]=1[F:8].C([Li])CCC.[C:14](OCC)(=[O:20])[C:15]([O:17][CH2:18][CH3:19])=[O:16].O. The catalyst is O1CCCC1. The product is [CH2:18]([O:17][C:15](=[O:16])[C:14]([C:2]1[CH:7]=[CH:6][CH:5]=[CH:4][C:3]=1[F:8])=[O:20])[CH3:19]. The yield is 0.500. (2) The reactants are CC1(C)C2C(=C(P(C3C=CC=CC=3)C3C=CC=CC=3)C=CC=2)OC2C(P(C3C=CC=CC=3)C3C=CC=CC=3)=CC=CC1=2.Cl[C:44]1[N:67]([CH3:68])[C:47]2[N:48]=[C:49]([NH:59][CH2:60][C:61]3[CH:62]=[N:63][CH:64]=[CH:65][CH:66]=3)[N:50]=[C:51]([C:52]([C:54]3[S:55][CH:56]=[CH:57][CH:58]=3)=[O:53])[C:46]=2[CH:45]=1.CC([O-])(C)C.[Na+].[S:75]1[CH:79]=[CH:78][CH:77]=[C:76]1[C:80]([NH2:82])=[O:81]. The catalyst is C1COCC1.[Cl-].[Na+].O.CCOC(C)=O.CC([O-])=O.CC([O-])=O.[Pd+2]. The product is [CH3:68][N:67]1[C:47]2[N:48]=[C:49]([NH:59][CH2:60][C:61]3[CH:62]=[N:63][CH:64]=[CH:65][CH:66]=3)[N:50]=[C:51]([C:52]([C:54]3[S:55][CH:56]=[CH:57][CH:58]=3)=[O:53])[C:46]=2[CH:45]=[C:44]1[NH:82][C:80]([C:76]1[S:75][CH:79]=[CH:78][CH:77]=1)=[O:81]. The yield is 0.0800. (3) The product is [Cl:1][C:2]1[CH:10]=[C:9]2[C:5]([C:6]([CH:19]=[O:20])=[CH:7][NH:8]2)=[CH:4][C:3]=1[C:26]1[CH:37]=[CH:36][C:29]([O:30][CH2:31][CH:32]2[CH2:35][O:34][CH2:33]2)=[CH:28][CH:27]=1. The yield is 0.530. The reactants are [Cl:1][C:2]1[CH:10]=[C:9]2[C:5]([CH:6]=[CH:7][NH:8]2)=[CH:4][C:3]=1B1OCC(C)(C)CO1.[C:19](=O)([O-])[O-:20].[K+].[K+].Br[C:26]1[CH:37]=[CH:36][C:29]([O:30][CH2:31][CH:32]2[CH2:35][O:34][CH2:33]2)=[CH:28][CH:27]=1. The catalyst is O1CCOCC1.CN(C=O)C.C1C=CC(P(C2C=CC=CC=2)[C-]2C=CC=C2)=CC=1.C1C=CC(P(C2C=CC=CC=2)[C-]2C=CC=C2)=CC=1.Cl[Pd]Cl.[Fe+2]. (4) The reactants are [C:1]([N:4]1[CH2:9][CH2:8][C:7]([C:11]2[CH:16]=[CH:15][C:14]([NH:17][C:18]([C:20]3[NH:21][CH:22]=[C:23]([C:25]#[N:26])[N:24]=3)=[O:19])=[C:13]([C:27]3[CH2:32][CH2:31][C:30]([CH3:34])([CH3:33])[CH2:29][CH:28]=3)[CH:12]=2)(O)[CH2:6][CH2:5]1)(=[O:3])[CH3:2].[N-:35]=[N+:36]=[N-:37].[Na+].C(O)(C(F)(F)F)=O.CCOC(C)=O. The catalyst is C(Cl)Cl. The product is [C:1]([N:4]1[CH2:9][CH2:8][C:7]([C:11]2[CH:16]=[CH:15][C:14]([NH:17][C:18]([C:20]3[NH:21][CH:22]=[C:23]([C:25]#[N:26])[N:24]=3)=[O:19])=[C:13]([C:27]3[CH2:32][CH2:31][C:30]([CH3:34])([CH3:33])[CH2:29][CH:28]=3)[CH:12]=2)([N:35]=[N+:36]=[N-:37])[CH2:6][CH2:5]1)(=[O:3])[CH3:2]. The yield is 0.950. (5) The reactants are [F:1][C:2]1[CH:3]=[C:4]([C:37]2[C:38]([C:43]#[N:44])=[CH:39][CH:40]=[CH:41][CH:42]=2)[CH:5]=[CH:6][C:7]=1[CH2:8][C:9]1[C:10](=[O:36])[N:11]([C@H:21]2[CH2:26][CH2:25][C@H:24]([O:27][CH2:28][C:29]3([CH:33]([OH:35])[CH3:34])[CH2:32][CH2:31][CH2:30]3)[CH2:23][CH2:22]2)[C:12]2[N:13]([N:18]=[CH:19][N:20]=2)[C:14]=1[CH2:15][CH2:16][CH3:17].CC(OI1(OC(C)=O)(OC(C)=O)OC(=O)C2C1=CC=CC=2)=O.C(=O)([O-])O.[Na+].S([O-])([O-])(=O)=S.[Na+].[Na+]. The catalyst is C(#N)C. The product is [C:33]([C:29]1([CH2:28][O:27][C@H:24]2[CH2:23][CH2:22][C@H:21]([N:11]3[C:10](=[O:36])[C:9]([CH2:8][C:7]4[CH:6]=[CH:5][C:4]([C:37]5[C:38]([C:43]#[N:44])=[CH:39][CH:40]=[CH:41][CH:42]=5)=[CH:3][C:2]=4[F:1])=[C:14]([CH2:15][CH2:16][CH3:17])[N:13]4[N:18]=[CH:19][N:20]=[C:12]34)[CH2:26][CH2:25]2)[CH2:32][CH2:31][CH2:30]1)(=[O:35])[CH3:34]. The yield is 0.890. (6) The reactants are [Cl:1][C:2]1[CH:3]=[C:4]2[C:9](=[CH:10][C:11]=1[O:12][C:13]1[CH:21]=[CH:20][C:16]([C:17](O)=[O:18])=[CH:15][CH:14]=1)[O:8][CH2:7][CH2:6][CH:5]2[C:22]([O:24][CH2:25][CH3:26])=[O:23].C(Cl)(=O)C(Cl)=O.[Br:33][C:34]1[CH:35]=[C:36]([CH:38]=[CH:39][C:40]=1[F:41])[NH2:37].C(N(CC)CC)C. The catalyst is ClCCCl.ClCCl.CN(C=O)C. The product is [Br:33][C:34]1[CH:35]=[C:36]([NH:37][C:17]([C:16]2[CH:20]=[CH:21][C:13]([O:12][C:11]3[CH:10]=[C:9]4[C:4]([CH:5]([C:22]([O:24][CH2:25][CH3:26])=[O:23])[CH2:6][CH2:7][O:8]4)=[CH:3][C:2]=3[Cl:1])=[CH:14][CH:15]=2)=[O:18])[CH:38]=[CH:39][C:40]=1[F:41]. The yield is 0.850.